Dataset: Catalyst prediction with 721,799 reactions and 888 catalyst types from USPTO. Task: Predict which catalyst facilitates the given reaction. (1) Reactant: [CH2:1]([N:3]1[CH:11]=[C:10]2[C:5]([CH:6]=[CH:7][C:8]([CH2:12]O)=[CH:9]2)=[N:4]1)[CH3:2].C1(P(C2C=CC=CC=2)C2C=CC=CC=2)C=CC=CC=1.[C:33]1(=[O:43])[NH:37][C:36](=[O:38])[C:35]2=[CH:39][CH:40]=[CH:41][CH:42]=[C:34]12.CCOC(/N=N/C(OCC)=O)=O.C1(C)C=CC=CC=1. Product: [CH2:1]([N:3]1[CH:11]=[C:10]2[C:5]([CH:6]=[CH:7][C:8]([CH2:12][N:37]3[C:33](=[O:43])[C:34]4[C:35](=[CH:39][CH:40]=[CH:41][CH:42]=4)[C:36]3=[O:38])=[CH:9]2)=[N:4]1)[CH3:2]. The catalyst class is: 1. (2) Reactant: ClC1C=CC=C(C(OO)=[O:9])C=1.[CH3:12][N:13]([CH3:46])[CH2:14][CH2:15][O:16][C:17]1[CH:22]=[CH:21][C:20]([S:23][C:24]2[C:25]([C:37]([NH:39][C:40]3[S:44][N:43]=[C:42]([CH3:45])[N:41]=3)=[O:38])=[N:26][C:27]([S:30][C:31]3[N:35]([CH3:36])[CH:34]=[N:33][N:32]=3)=[CH:28][CH:29]=2)=[CH:19][CH:18]=1.S([O-])([O-])=O.[Na+].[Na+]. Product: [CH3:12][N+:13]([CH2:14][CH2:15][O:16][C:17]1[CH:22]=[CH:21][C:20]([S:23][C:24]2[C:25]([C:37]([NH:39][C:40]3[S:44][N:43]=[C:42]([CH3:45])[N:41]=3)=[O:38])=[N:26][C:27]([S:30][C:31]3[N:35]([CH3:36])[CH:34]=[N:33][N:32]=3)=[CH:28][CH:29]=2)=[CH:19][CH:18]=1)([CH3:46])[O-:9]. The catalyst class is: 22. (3) Reactant: [O:1]1[CH2:5][CH2:4][O:3][CH:2]1[C:6]1[C:11]([O:12][CH3:13])=[CH:10][CH:9]=[C:8]([N+:14]([O-:16])=[O:15])[N:7]=1.Cl[CH2:18][S:19]([C:22]1[CH:27]=[CH:26][CH:25]=[CH:24][CH:23]=1)(=[O:21])=[O:20].[K]. The catalyst class is: 118. Product: [C:22]1([S:19]([CH2:18][C:9]2[C:8]([N+:14]([O-:16])=[O:15])=[N:7][C:6]([CH:2]3[O:3][CH2:4][CH2:5][O:1]3)=[C:11]([O:12][CH3:13])[CH:10]=2)(=[O:21])=[O:20])[CH:27]=[CH:26][CH:25]=[CH:24][CH:23]=1. (4) Reactant: Br.[Br:2][CH2:3][CH2:4][CH2:5][NH2:6].C(N(CC)CC)C.[C:14]1([CH:20]([C:24]2[CH:29]=[CH:28][CH:27]=[CH:26][CH:25]=2)[C:21](Cl)=[O:22])[CH:19]=[CH:18][CH:17]=[CH:16][CH:15]=1. Product: [Br:2][CH2:3][CH2:4][CH2:5][NH:6][C:21](=[O:22])[CH:20]([C:14]1[CH:19]=[CH:18][CH:17]=[CH:16][CH:15]=1)[C:24]1[CH:29]=[CH:28][CH:27]=[CH:26][CH:25]=1. The catalyst class is: 2.